From a dataset of NCI-60 drug combinations with 297,098 pairs across 59 cell lines. Regression. Given two drug SMILES strings and cell line genomic features, predict the synergy score measuring deviation from expected non-interaction effect. (1) Drug 1: C1CC(C1)(C(=O)O)C(=O)O.[NH2-].[NH2-].[Pt+2]. Drug 2: C1CNP(=O)(OC1)N(CCCl)CCCl. Cell line: OVCAR-5. Synergy scores: CSS=7.57, Synergy_ZIP=-2.48, Synergy_Bliss=-2.83, Synergy_Loewe=-4.72, Synergy_HSA=-2.62. (2) Drug 1: C(=O)(N)NO. Drug 2: CC1C(C(CC(O1)OC2CC(CC3=C2C(=C4C(=C3O)C(=O)C5=CC=CC=C5C4=O)O)(C(=O)C)O)N)O. Cell line: HT29. Synergy scores: CSS=25.1, Synergy_ZIP=-3.52, Synergy_Bliss=-5.28, Synergy_Loewe=-27.9, Synergy_HSA=-4.86. (3) Drug 1: C1=CC(=C2C(=C1NCCNCCO)C(=O)C3=C(C=CC(=C3C2=O)O)O)NCCNCCO. Drug 2: CC1=CC=C(C=C1)C2=CC(=NN2C3=CC=C(C=C3)S(=O)(=O)N)C(F)(F)F. Cell line: SK-MEL-2. Synergy scores: CSS=50.6, Synergy_ZIP=-3.65, Synergy_Bliss=-3.43, Synergy_Loewe=-33.8, Synergy_HSA=-1.33. (4) Drug 1: CC12CCC3C(C1CCC2=O)CC(=C)C4=CC(=O)C=CC34C. Drug 2: C1CN(CCN1C(=O)CCBr)C(=O)CCBr. Cell line: U251. Synergy scores: CSS=48.2, Synergy_ZIP=-5.77, Synergy_Bliss=0.0111, Synergy_Loewe=-6.69, Synergy_HSA=1.35. (5) Cell line: HCT-15. Synergy scores: CSS=14.9, Synergy_ZIP=-4.11, Synergy_Bliss=-4.25, Synergy_Loewe=-18.8, Synergy_HSA=-0.125. Drug 1: C1CC(=O)NC(=O)C1N2C(=O)C3=CC=CC=C3C2=O. Drug 2: C1C(C(OC1N2C=NC(=NC2=O)N)CO)O.